The task is: Regression/Classification. Given a drug SMILES string, predict its absorption, distribution, metabolism, or excretion properties. Task type varies by dataset: regression for continuous measurements (e.g., permeability, clearance, half-life) or binary classification for categorical outcomes (e.g., BBB penetration, CYP inhibition). Dataset: pampa_ncats.. This data is from PAMPA (Parallel Artificial Membrane Permeability Assay) permeability data from NCATS. (1) The result is 1 (high permeability). The molecule is CC1=CC=C(C=C1)S(=O)(=O)NC2CCCCC2. (2) The molecule is CCCCN1CCC[C@H]1CNC(=O)C2=C(C3=CC=CC=C3C(=C2)C#N)OC. The result is 1 (high permeability). (3) The molecule is CCOC1=CC(=C(C=C1)OCC)NC(=O)C(C2=CC=CC=C2)NS(=O)(=O)C3=CC=C(S3)Br. The result is 0 (low-to-moderate permeability). (4) The molecule is CC1=CC=C(C=C1)S(=O)(=O)NC2=C(C=C(C=C2)Br)C(=O)NC3=NC(=CS3)C4=CC=CC=C4. The result is 0 (low-to-moderate permeability).